Dataset: Catalyst prediction with 721,799 reactions and 888 catalyst types from USPTO. Task: Predict which catalyst facilitates the given reaction. (1) Reactant: [C:1]([Br:5])(Br)(Br)Br.[F:6][C:7]1[CH:8]=[C:9]([CH:12]=[CH:13][C:14]=1CO)[C:10]#[N:11].C1(P(C2C=CC=CC=2)C2C=CC=CC=2)C=CC=CC=1. The catalyst class is: 4. Product: [Br:5][CH2:1][C:14]1[CH:13]=[CH:12][C:9]([C:10]#[N:11])=[CH:8][C:7]=1[F:6]. (2) Reactant: [CH3:1][C:2]1[C:10]2[CH2:9][O:8][C:7](=[O:11])[C:6]=2[CH:5]=[CH:4][C:3]=1[C@H:12]1[CH2:14][O:13]1.[CH3:15][C:16]1[C:20](=[O:21])[O:19][CH2:18][C:17]=1[N:22]1[CH2:26][CH2:25][C:24]2([CH2:31][CH2:30][NH:29][CH2:28][CH2:27]2)[C:23]1=[O:32].CCN(C(C)C)C(C)C. Product: [OH:13][C@@H:12]([C:3]1[CH:4]=[CH:5][C:6]2[C:7](=[O:11])[O:8][CH2:9][C:10]=2[C:2]=1[CH3:1])[CH2:14][N:29]1[CH2:30][CH2:31][C:24]2([C:23](=[O:32])[N:22]([C:17]3[CH2:18][O:19][C:20](=[O:21])[C:16]=3[CH3:15])[CH2:26][CH2:25]2)[CH2:27][CH2:28]1. The catalyst class is: 14. (3) Reactant: [NH:1]([C:3]1[CH:11]=[CH:10][C:6]([C:7]([OH:9])=[O:8])=[CH:5][CH:4]=1)[NH2:2].S(Cl)(Cl)=O.[CH:16](=O)[C:17]1[CH:22]=[CH:21][CH:20]=[CH:19][CH:18]=1.[C:24]([O-])(O)=O.[Na+]. Product: [CH:16](=[N:2][NH:1][C:3]1[CH:4]=[CH:5][C:6]([C:7]([O:9][CH3:24])=[O:8])=[CH:10][CH:11]=1)[C:17]1[CH:22]=[CH:21][CH:20]=[CH:19][CH:18]=1. The catalyst class is: 5. (4) Reactant: [CH3:1][C:2]([CH3:14])([CH3:13])[C:3]#[C:4][C:5]1[S:9][C:8]([C:10]([OH:12])=[O:11])=[CH:7][CH:6]=1.[Li]CCCC.[Br:20]C(F)(F)C(Br)(F)F. Product: [Br:20][C:7]1[CH:6]=[C:5]([C:4]#[C:3][C:2]([CH3:14])([CH3:13])[CH3:1])[S:9][C:8]=1[C:10]([OH:12])=[O:11]. The catalyst class is: 1. (5) Reactant: [CH3:1][S:2]([C:5]1[CH:10]=[CH:9][C:8]([CH:11]([OH:30])[CH:12]([CH2:16][C:17]2[CH:22]=[CH:21][CH:20]=[C:19]([O:23][C:24]([F:29])([F:28])[CH:25]([F:27])[F:26])[CH:18]=2)C(O)=O)=[CH:7][CH:6]=1)(=[O:4])=[O:3].C1(P(N=[N+]=[N-])(C2C=CC=CC=2)=O)C=CC=CC=1.C([N:50]([CH2:53]C)CC)C.[OH2:55]. Product: [CH3:1][S:2]([C:5]1[CH:6]=[CH:7][C:8]([CH:11]2[O:30][C:53](=[O:55])[NH:50][CH:12]2[CH2:16][C:17]2[CH:22]=[CH:21][CH:20]=[C:19]([O:23][C:24]([F:28])([F:29])[CH:25]([F:27])[F:26])[CH:18]=2)=[CH:9][CH:10]=1)(=[O:3])=[O:4]. The catalyst class is: 7. (6) Reactant: [NH2:1][C:2]1[CH:3]=[C:4]([C:8]2([CH2:20][CH2:21][CH3:22])[CH2:13][CH2:12][N:11]([CH2:14][CH2:15][CH2:16][CH2:17][CH2:18][CH3:19])[CH2:10][CH2:9]2)[CH:5]=[CH:6][CH:7]=1.[CH3:23][S:24](Cl)(=[O:26])=[O:25].ClCCl. Product: [NH3:1].[CH2:14]([N:11]1[CH2:12][CH2:13][C:8]([C:4]2[CH:5]=[CH:6][CH:7]=[C:2]([NH:1][S:24]([CH3:23])(=[O:26])=[O:25])[CH:3]=2)([CH2:20][CH2:21][CH3:22])[CH2:9][CH2:10]1)[CH2:15][CH2:16][CH2:17][CH2:18][CH3:19]. The catalyst class is: 17. (7) Reactant: Br[O:2][C:3]1[C:4](=[CH:8][CH:9]=[CH:10][CH:11]=1)[C:5]([OH:7])=[O:6].B([O-])([O-])O[C:14]1[CH:19]=[CH:18][CH:17]=[CH:16][CH:15]=1.C(=O)([O-])[O-].[K+].[K+].Cl. Product: [C:14]1([C:9]2[CH:8]=[C:4]([C:5]([OH:7])=[O:6])[C:3]([OH:2])=[CH:11][CH:10]=2)[CH:19]=[CH:18][CH:17]=[CH:16][CH:15]=1. The catalyst class is: 69. (8) Reactant: C[O:2][C:3]([C:5]1[CH:18]=[CH:17][C:8]([CH2:9][N:10]2[C:14](=[O:15])[CH2:13][S:12][C:11]2=[O:16])=[CH:7][CH:6]=1)=[O:4].C(O)(=O)C.Cl. Product: [C:3]([C:5]1[CH:6]=[CH:7][C:8]([CH2:9][N:10]2[C:14](=[O:15])[CH2:13][S:12][C:11]2=[O:16])=[CH:17][CH:18]=1)([OH:4])=[O:2]. The catalyst class is: 6.